Dataset: Peptide-MHC class I binding affinity with 185,985 pairs from IEDB/IMGT. Task: Regression. Given a peptide amino acid sequence and an MHC pseudo amino acid sequence, predict their binding affinity value. This is MHC class I binding data. (1) The peptide sequence is RVQILMKTA. The MHC is HLA-A02:06 with pseudo-sequence HLA-A02:06. The binding affinity (normalized) is 0.345. (2) The peptide sequence is SPPLISILMI. The MHC is HLA-B07:02 with pseudo-sequence HLA-B07:02. The binding affinity (normalized) is 0.361. (3) The peptide sequence is QVPLRPMTYK. The MHC is HLA-A30:01 with pseudo-sequence HLA-A30:01. The binding affinity (normalized) is 0.259. (4) The peptide sequence is RDYGKQMA. The MHC is H-2-Kk with pseudo-sequence H-2-Kk. The binding affinity (normalized) is 0.0929. (5) The peptide sequence is CHINVELSL. The MHC is Mamu-A07 with pseudo-sequence Mamu-A07. The binding affinity (normalized) is 0.512. (6) The peptide sequence is ADSLDFTQV. The MHC is HLA-B45:01 with pseudo-sequence HLA-B45:01. The binding affinity (normalized) is 0.194.